From a dataset of Merck oncology drug combination screen with 23,052 pairs across 39 cell lines. Regression. Given two drug SMILES strings and cell line genomic features, predict the synergy score measuring deviation from expected non-interaction effect. (1) Drug 1: NC(=O)c1cccc2cn(-c3ccc(C4CCCNC4)cc3)nc12. Drug 2: CC(C)CC(NC(=O)C(Cc1ccccc1)NC(=O)c1cnccn1)B(O)O. Cell line: NCIH23. Synergy scores: synergy=-4.95. (2) Drug 1: Nc1ccn(C2OC(CO)C(O)C2(F)F)c(=O)n1. Drug 2: CNC(=O)c1cc(Oc2ccc(NC(=O)Nc3ccc(Cl)c(C(F)(F)F)c3)cc2)ccn1. Cell line: LNCAP. Synergy scores: synergy=-8.80. (3) Drug 1: CCC1=CC2CN(C1)Cc1c([nH]c3ccccc13)C(C(=O)OC)(c1cc3c(cc1OC)N(C)C1C(O)(C(=O)OC)C(OC(C)=O)C4(CC)C=CCN5CCC31C54)C2. Drug 2: O=C(NOCC(O)CO)c1ccc(F)c(F)c1Nc1ccc(I)cc1F. Cell line: HT29. Synergy scores: synergy=-21.9. (4) Drug 1: COC1=C2CC(C)CC(OC)C(O)C(C)C=C(C)C(OC(N)=O)C(OC)C=CC=C(C)C(=O)NC(=CC1=O)C2=O. Drug 2: NC1CCCCC1N.O=C(O)C(=O)O.[Pt+2]. Cell line: NCIH23. Synergy scores: synergy=-15.2. (5) Drug 1: CN1C(=O)C=CC2(C)C3CCC4(C)C(NC(=O)OCC(F)(F)F)CCC4C3CCC12. Drug 2: CCC1(O)CC2CN(CCc3c([nH]c4ccccc34)C(C(=O)OC)(c3cc4c(cc3OC)N(C)C3C(O)(C(=O)OC)C(OC(C)=O)C5(CC)C=CCN6CCC43C65)C2)C1. Cell line: HCT116. Synergy scores: synergy=-26.5.